This data is from Full USPTO retrosynthesis dataset with 1.9M reactions from patents (1976-2016). The task is: Predict the reactants needed to synthesize the given product. (1) Given the product [CH3:30][C:25]1([CH3:31])[CH:11]2[C:10]3([CH3:1])[O:13][CH:9]3[CH2:27][CH:26]1[CH2:12]2, predict the reactants needed to synthesize it. The reactants are: [CH3:1]OC(=O)CC(C)=O.[CH2:9]([OH:13])[CH2:10][CH2:11][CH3:12].C(OCCCC)(=O)CC(C)=O.[C:25]1([CH3:31])[CH:30]=CC=[CH:27][CH:26]=1. (2) The reactants are: [CH3:1][O:2][C:3]1[CH:22]=[CH:21][C:6]([O:7][C:8]2[C:16]([CH3:17])=[CH:15][C:14]([N+:18]([O-:20])=[O:19])=[C:13]3[C:9]=2[CH2:10][CH2:11][CH2:12]3)=[CH:5][CH:4]=1.[C:23]1([CH2:29][C:30](O)=[O:31])[CH:28]=[CH:27][CH:26]=[CH:25][CH:24]=1. Given the product [CH3:1][O:2][C:3]1[CH:22]=[CH:21][C:6]([O:7][C:8]2[C:16]([CH3:17])=[CH:15][C:14]([N+:18]([O-:20])=[O:19])=[C:13]3[C:9]=2[CH2:10][CH2:11][CH2:12]3)=[CH:5][C:4]=1[C:30](=[O:31])[CH2:29][C:23]1[CH:28]=[CH:27][CH:26]=[CH:25][CH:24]=1, predict the reactants needed to synthesize it. (3) Given the product [CH3:1][O:2][C:3]1[CH:4]=[CH:5][C:6]([C:9]2[C:17]3[C:12](=[C:13]([CH3:18])[CH:14]=[CH:15][CH:16]=3)[N:11]([CH2:22][CH2:23][CH3:24])[N:10]=2)=[CH:7][CH:8]=1, predict the reactants needed to synthesize it. The reactants are: [CH3:1][O:2][C:3]1[CH:8]=[CH:7][C:6]([C:9]2[C:17]3[C:12](=[C:13]([CH3:18])[CH:14]=[CH:15][CH:16]=3)[NH:11][N:10]=2)=[CH:5][CH:4]=1.[H-].[Na+].I[CH2:22][CH2:23][CH3:24]. (4) Given the product [CH3:2][O:3][CH:4]1[CH2:7][N:6]([C:15]2[CH:16]=[C:17]3[N:26]([CH3:27])[CH:25]=[CH:24][C:18]3=[N:19][C:20]=2[C@@H:21]([NH2:23])[CH3:22])[CH2:5]1, predict the reactants needed to synthesize it. The reactants are: Cl.[CH3:2][O:3][CH:4]1[CH2:7][NH:6][CH2:5]1.CC([O-])(C)C.[K+].Br[C:15]1[CH:16]=[C:17]2[N:26]([CH3:27])[CH:25]=[CH:24][C:18]2=[N:19][C:20]=1[C@@H:21]([NH2:23])[CH3:22]. (5) Given the product [OH:30][CH2:29][C:26]1[S:25][C:24]([NH:23][S:19]([C:16]2[CH:17]=[CH:18][C:13]([NH:12][C:1](=[O:11])[CH2:2][CH2:3][CH2:4][CH2:5][CH2:6][CH2:7][CH2:8][CH2:9][CH3:10])=[CH:14][CH:15]=2)(=[O:21])=[O:20])=[N:28][N:27]=1, predict the reactants needed to synthesize it. The reactants are: [C:1]([NH:12][C:13]1[CH:18]=[CH:17][C:16]([S:19](Cl)(=[O:21])=[O:20])=[CH:15][CH:14]=1)(=[O:11])[CH2:2][CH2:3][CH2:4][CH2:5][CH2:6][CH2:7][CH2:8][CH2:9][CH3:10].[NH2:23][C:24]1[S:25][C:26]([CH2:29][OH:30])=[N:27][N:28]=1.Cl. (6) Given the product [Cl:20][C:21]1[CH:26]=[C:25]([C:2]2[N:3]=[C:4]([CH3:19])[CH:5]=[C:6]([C:8]3[CH:13]=[CH:12][C:11]([C:14]([F:17])([F:16])[F:15])=[C:10]([CH3:18])[CH:9]=3)[N:7]=2)[CH:24]=[CH:23][N:22]=1, predict the reactants needed to synthesize it. The reactants are: Cl[C:2]1[N:7]=[C:6]([C:8]2[CH:13]=[CH:12][C:11]([C:14]([F:17])([F:16])[F:15])=[C:10]([CH3:18])[CH:9]=2)[CH:5]=[C:4]([CH3:19])[N:3]=1.[Cl:20][C:21]1[CH:26]=[C:25](B(O)O)[CH:24]=[CH:23][N:22]=1.